Dataset: Peptide-MHC class II binding affinity with 134,281 pairs from IEDB. Task: Regression. Given a peptide amino acid sequence and an MHC pseudo amino acid sequence, predict their binding affinity value. This is MHC class II binding data. (1) The peptide sequence is VAPLYGVEGTKTPVS. The MHC is DRB3_0202 with pseudo-sequence DRB3_0202. The binding affinity (normalized) is 0. (2) The peptide sequence is DVKFPGGGQIVGGVYLLPRR. The MHC is HLA-DQA10301-DQB10302 with pseudo-sequence HLA-DQA10301-DQB10302. The binding affinity (normalized) is 0.266. (3) The peptide sequence is HPQQFIYAGSLSALL. The MHC is DRB1_0404 with pseudo-sequence DRB1_0404. The binding affinity (normalized) is 0.764. (4) The peptide sequence is FDISKISGEWYSIFL. The MHC is DRB1_0701 with pseudo-sequence DRB1_0701. The binding affinity (normalized) is 0.409. (5) The peptide sequence is DKCVTVMAPDKPSLD. The MHC is HLA-DQA10201-DQB10303 with pseudo-sequence HLA-DQA10201-DQB10303. The binding affinity (normalized) is 0.297. (6) The peptide sequence is VGINTRNMTMSMSMI. The MHC is DRB1_1101 with pseudo-sequence DRB1_1101. The binding affinity (normalized) is 0.519. (7) The peptide sequence is DLQRSAMVYSSDD. The MHC is HLA-DQA10101-DQB10501 with pseudo-sequence HLA-DQA10101-DQB10501. The binding affinity (normalized) is 0.0479.